Dataset: Forward reaction prediction with 1.9M reactions from USPTO patents (1976-2016). Task: Predict the product of the given reaction. (1) Given the reactants [F:1][C:2]1[CH:3]=[C:4]2[C:9](=[CH:10][CH:11]=1)[N:8]=[CH:7][CH:6]=[C:5]2[O:12][C:13]1[CH:14]=[C:15]([O:23][CH3:24])[C:16]([CH2:19][C:20](O)=[O:21])=[N:17][CH:18]=1.[NH2:25][C:26]1[CH:30]=[C:29]([CH:31]2[CH2:33][CH2:32]2)[NH:28][N:27]=1, predict the reaction product. The product is: [CH:31]1([C:29]2[NH:28][N:27]=[C:26]([NH:25][C:20](=[O:21])[CH2:19][C:16]3[C:15]([O:23][CH3:24])=[CH:14][C:13]([O:12][C:5]4[C:4]5[C:9](=[CH:10][CH:11]=[C:2]([F:1])[CH:3]=5)[N:8]=[CH:7][CH:6]=4)=[CH:18][N:17]=3)[CH:30]=2)[CH2:33][CH2:32]1. (2) The product is: [N:25]1[N:26]([C:34]2[CH:39]=[C:38]([CH3:40])[CH:37]=[CH:36][C:35]=2[O:1][C@@H:2]2[C:10]3[C:9](=[CH:8][CH:7]=[CH:6][CH:5]=3)[CH2:4][C@H:3]2[N:11]2[CH2:16][CH2:15][CH2:14][C@@H:13]([NH2:17])[CH2:12]2)[N:27]=[C:28]2[CH:33]=[CH:32][CH:31]=[CH:30][C:29]=12. Given the reactants [OH:1][C@H:2]1[CH2:10][C:9]2[C:4](=[CH:5][CH:6]=[CH:7][CH:8]=2)[C@@H:3]1[N:11]1[CH2:16][CH2:15][CH2:14][C@@H:13]([NH:17]C(=O)OC(C)(C)C)[CH2:12]1.[N:25]1[N:26]([C:34]2[CH:39]=[C:38]([CH3:40])[CH:37]=[CH:36][C:35]=2O)[N:27]=[C:28]2[CH:33]=[CH:32][CH:31]=[CH:30][C:29]=12.C1(P(C2C=CC=CC=2)C2C=CC=CC=2)C=CC=CC=1.CC(OC(/N=N/C(OC(C)C)=O)=O)C, predict the reaction product. (3) Given the reactants [N:1]1[CH:6]=[CH:5][CH:4]=[CH:3][C:2]=1[C:7]#[C:8][C:9]([OH:11])=O.[Cl:12][C:13]1[CH:26]=[C:25]([NH2:27])[CH:24]=[CH:23][C:14]=1[O:15][CH2:16][CH2:17][N:18]([CH2:21][CH3:22])[CH2:19][CH3:20].ClCCl.CO.N, predict the reaction product. The product is: [ClH:12].[Cl:12][C:13]1[CH:26]=[C:25]([NH:27][C:9](=[O:11])[C:8]#[C:7][C:2]2[CH:3]=[CH:4][CH:5]=[CH:6][N:1]=2)[CH:24]=[CH:23][C:14]=1[O:15][CH2:16][CH2:17][N:18]([CH2:21][CH3:22])[CH2:19][CH3:20].